Predict the reaction yield, written as a fraction of the theoretical maximum amount of product (1.0 means a 100% yield; for example, 0.34 means a 34% yield). From a dataset of Reaction yield outcomes from USPTO patents with 853,638 reactions. (1) The reactants are [Cl:1][C:2]1[CH:7]=[CH:6][C:5]([O:8][C:9]2[CH:14]=[CH:13][C:12]([CH2:15][S:16][C:17]3[NH:18][CH:19]=[C:20]([CH2:24][C:25]4[CH:26]=[N:27][C:28]([O:31]C)=[N:29][CH:30]=4)[C:21](=[O:23])[N:22]=3)=[CH:11][CH:10]=2)=[CH:4][C:3]=1[C:33]([F:36])([F:35])[F:34].B1(Br)OC2C(=CC=CC=2)O1. The catalyst is C(Cl)Cl. The product is [Cl:1][C:2]1[CH:7]=[CH:6][C:5]([O:8][C:9]2[CH:10]=[CH:11][C:12]([CH2:15][S:16][C:17]3[NH:18][CH:19]=[C:20]([CH2:24][C:25]4[CH:30]=[N:29][C:28](=[O:31])[NH:27][CH:26]=4)[C:21](=[O:23])[N:22]=3)=[CH:13][CH:14]=2)=[CH:4][C:3]=1[C:33]([F:35])([F:36])[F:34]. The yield is 0.253. (2) The reactants are [C:1]([OH:20])(=O)[CH2:2][CH2:3][CH2:4][CH2:5][CH2:6][CH2:7][CH2:8]/[CH:9]=[CH:10]\[CH2:11][CH2:12][CH2:13][CH2:14][CH2:15][CH2:16][CH2:17][CH3:18].[NH2:21][CH2:22][CH2:23][CH2:24][CH2:25][CH2:26][C:27]([N:29]1[CH2:33][CH:32]([OH:34])[CH2:31][CH:30]1[CH:35]([C:54]1[CH:59]=[CH:58][CH:57]=[CH:56][CH:55]=1)[O:36][CH:37]([C:46]1[CH:51]=[CH:50][C:49]([O:52][CH3:53])=[CH:48][CH:47]=1)[C:38]1[CH:43]=[CH:42][C:41]([O:44][CH3:45])=[CH:40][CH:39]=1)=[O:28]. No catalyst specified. The product is [CH3:45][O:44][C:41]1[CH:42]=[CH:43][C:38]([CH:37]([C:46]2[CH:51]=[CH:50][C:49]([O:52][CH3:53])=[CH:48][CH:47]=2)[O:36][CH:35]([C:54]2[CH:55]=[CH:56][CH:57]=[CH:58][CH:59]=2)[CH:30]2[CH2:31][CH:32]([OH:34])[CH2:33][N:29]2[C:27](=[O:28])[CH2:26][CH2:25][CH2:24][CH2:23][CH2:22][NH:21][C:1](=[O:20])[CH2:2][CH2:3][CH2:4][CH2:5][CH2:6][CH2:7][CH2:8][CH:9]=[CH:10][CH2:11][CH2:12][CH2:13][CH2:14][CH2:15][CH2:16][CH2:17][CH3:18])=[CH:39][CH:40]=1. The yield is 0.980.